From a dataset of Catalyst prediction with 721,799 reactions and 888 catalyst types from USPTO. Predict which catalyst facilitates the given reaction. (1) Reactant: C([O:3][C:4](=[O:22])[C:5]1[CH:10]=[CH:9][C:8]([O:11][CH2:12][CH2:13][C:14]2[CH:19]=[CH:18][C:17]([CH2:20][CH3:21])=[CH:16][N:15]=2)=[CH:7][CH:6]=1)C.[OH-].[Na+]. Product: [CH2:20]([C:17]1[CH:18]=[CH:19][C:14]([CH2:13][CH2:12][O:11][C:8]2[CH:7]=[CH:6][C:5]([C:4]([OH:22])=[O:3])=[CH:10][CH:9]=2)=[N:15][CH:16]=1)[CH3:21]. The catalyst class is: 8. (2) Reactant: [F:1][C:2]1[CH:7]=[CH:6][CH:5]=[C:4]([O:8][C:9]2[CH:14]=[CH:13][C:12]([CH:15]([F:20])[C:16](F)([F:18])[F:17])=[CH:11][C:10]=2[O:21][CH3:22])[N:3]=1.[Li+].C[Si]([N-][Si](C)(C)C)(C)C. Product: [F:1][C:2]1[CH:7]=[CH:6][CH:5]=[C:4]([O:8][C:9]2[CH:14]=[CH:13][C:12]([C:15]([F:20])=[C:16]([F:17])[F:18])=[CH:11][C:10]=2[O:21][CH3:22])[N:3]=1. The catalyst class is: 1. (3) Reactant: C(OC([N:8]1[CH2:13][CH2:12][N:11]([C:14]2[CH:19]=[CH:18][CH:17]=[CH:16][C:15]=2[CH2:20][NH:21][C:22]([C:24]2[CH:25]=[N:26][C:27]3[N:28]([N:30]=[CH:31][C:32]=3[C:33]3[CH:38]=[CH:37][CH:36]=[C:35]([Cl:39])[CH:34]=3)[CH:29]=2)=[O:23])[CH2:10][CH2:9]1)=O)(C)(C)C.FC(F)(F)C(O)=O.[OH-].[Na+]. Product: [N:11]1([C:14]2[CH:19]=[CH:18][CH:17]=[CH:16][C:15]=2[CH2:20][NH:21][C:22]([C:24]2[CH:25]=[N:26][C:27]3[N:28]([N:30]=[CH:31][C:32]=3[C:33]3[CH:38]=[CH:37][CH:36]=[C:35]([Cl:39])[CH:34]=3)[CH:29]=2)=[O:23])[CH2:12][CH2:13][NH:8][CH2:9][CH2:10]1. The catalyst class is: 22. (4) Reactant: [C:1]1(C)[CH:6]=[CH:5][C:4](S(O)(=O)=O)=[CH:3][CH:2]=1.C1(=O)CCCCC1.[NH:19]1[CH2:23][CH2:22][CH2:21][CH2:20]1. Product: [C:1]1([N:19]2[CH2:23][CH2:22][CH2:21][CH2:20]2)[CH2:2][CH2:3][CH2:4][CH2:5][CH:6]=1. The catalyst class is: 48. (5) Reactant: C1(C[N:8]2[CH2:13][CH2:12][CH:11]([N:14]3[C:18]4[CH:19]=[N:20][C:21]5[CH:22]=[CH:23][CH:24]=[CH:25][C:26]=5[C:17]=4[NH:16][C:15]3=[O:27])[CH2:10][CH2:9]2)C=CC=CC=1. Product: [NH:8]1[CH2:9][CH2:10][CH:11]([N:14]2[C:18]3[CH:19]=[N:20][C:21]4[CH:22]=[CH:23][CH:24]=[CH:25][C:26]=4[C:17]=3[NH:16][C:15]2=[O:27])[CH2:12][CH2:13]1. The catalyst class is: 45. (6) Reactant: [H-].[Na+].[Br:3][C:4]1[CH:12]=[C:11]2[C:7]([CH:8]=[C:9]([CH:13]=[O:14])[NH:10]2)=[CH:6][CH:5]=1.[CH3:15]I. Product: [Br:3][C:4]1[CH:12]=[C:11]2[C:7]([CH:8]=[C:9]([CH:13]=[O:14])[N:10]2[CH3:15])=[CH:6][CH:5]=1. The catalyst class is: 3. (7) Reactant: Cl[CH2:2][CH2:3][O:4][C:5]1[CH:10]=[CH:9][CH:8]=[CH:7][C:6]=1[C:11]([NH:14][C:15]1[C:16](=[O:34])[N:17]([C:21]2[CH:22]=[C:23]([CH:30]=[CH:31][C:32]=2[CH3:33])[C:24]([NH:26][CH:27]2[CH2:29][CH2:28]2)=[O:25])[CH:18]=[CH:19][N:20]=1)([CH3:13])[CH3:12].[CH3:35][NH2:36]. Product: [CH:27]1([NH:26][C:24](=[O:25])[C:23]2[CH:30]=[CH:31][C:32]([CH3:33])=[C:21]([N:17]3[CH:18]=[CH:19][N:20]=[C:15]([NH:14][C:11]([CH3:13])([C:6]4[CH:7]=[CH:8][CH:9]=[CH:10][C:5]=4[O:4][CH2:3][CH2:2][NH:36][CH3:35])[CH3:12])[C:16]3=[O:34])[CH:22]=2)[CH2:29][CH2:28]1. The catalyst class is: 12. (8) Reactant: [H-].[Na+].[CH3:3][O:4][C:5]1[C:13]2[CH2:12][CH2:11][CH2:10][C:9]=2[C:8]([OH:14])=[CH:7][CH:6]=1.Cl[CH:16]([C:20](=O)[CH3:21])[C:17](=O)[CH3:18].[Br-].[K+].O.[NH2:26][NH2:27]. Product: [CH3:3][O:4][C:5]1[CH:6]=[CH:7][C:8]([O:14][C:16]2[C:20]([CH3:21])=[N:26][NH:27][C:17]=2[CH3:18])=[C:9]2[C:13]=1[CH2:12][CH2:11][CH2:10]2. The catalyst class is: 738. (9) Reactant: [Cl:1][C:2]1[CH:3]=[C:4]([Mg]Br)[CH:5]=[CH:6][CH:7]=1.[Cl:10][C:11]1[CH:19]=[C:18]2[C:14]([C:15](=[O:21])[C:16](=[O:20])[NH:17]2)=[CH:13][CH:12]=1. Product: [Cl:10][C:11]1[CH:19]=[C:18]2[C:14]([C:15]([C:6]3[CH:5]=[CH:4][CH:3]=[C:2]([Cl:1])[CH:7]=3)([OH:21])[C:16](=[O:20])[NH:17]2)=[CH:13][CH:12]=1. The catalyst class is: 7.